This data is from Catalyst prediction with 721,799 reactions and 888 catalyst types from USPTO. The task is: Predict which catalyst facilitates the given reaction. (1) Reactant: C[Mg]Br.[C:4]([NH:8][C:9]([C:11]1[CH:15]=[C:14]([C:16]2[CH:21]=[CH:20][C:19]([CH:22]=[O:23])=[CH:18][N:17]=2)[N:13]([C:24]2[CH:25]=[N:26][CH:27]=[CH:28][CH:29]=2)[N:12]=1)=[O:10])([CH3:7])([CH3:6])[CH3:5].O.[CH:31](Cl)(Cl)Cl. Product: [C:4]([NH:8][C:9]([C:11]1[CH:15]=[C:14]([C:16]2[CH:21]=[CH:20][C:19]([CH:22]([OH:23])[CH3:31])=[CH:18][N:17]=2)[N:13]([C:24]2[CH:25]=[N:26][CH:27]=[CH:28][CH:29]=2)[N:12]=1)=[O:10])([CH3:7])([CH3:5])[CH3:6]. The catalyst class is: 7. (2) Reactant: [O:1]1[C:5]2[CH:6]=[CH:7][C:8]([CH:10]=[C:11]([C:17]3[CH:22]=[CH:21][C:20]([O:23][C:24]4[CH:29]=[CH:28][C:27]([CH2:30][CH2:31][C:32]([O:34][CH2:35][CH3:36])=[O:33])=[CH:26][CH:25]=4)=[CH:19][CH:18]=3)[C:12](=[O:16])C(O)=O)=[CH:9][C:4]=2[O:3][CH2:2]1.F[P-](F)(F)(F)(F)F.N1(O[P+](N(C)C)(N(C)C)[N:55]([CH3:57])[CH3:56])C2C=CC=CC=2N=N1.C(N(CC)CC)C.CNC.C1COCC1. Product: [CH2:35]([O:34][C:32](=[O:33])[CH2:31][CH2:30][C:27]1[CH:28]=[CH:29][C:24]([O:23][C:20]2[CH:21]=[CH:22][C:17]([C:11]([C:12](=[O:16])[N:55]([CH3:57])[CH3:56])=[CH:10][C:8]3[CH:7]=[CH:6][C:5]4[O:1][CH2:2][O:3][C:4]=4[CH:9]=3)=[CH:18][CH:19]=2)=[CH:25][CH:26]=1)[CH3:36]. The catalyst class is: 18. (3) Reactant: Cl[C:2]1[CH:7]=[CH:6][C:5]([N+:8]([O-:10])=[O:9])=[CH:4][N:3]=1.[C:11]([C:13]1([C:16]2[CH:17]=[C:18]([CH:30]=[CH:31][CH:32]=2)[C:19]([NH:21][C:22]2[CH:27]=[C:26]([OH:28])[CH:25]=[CH:24][C:23]=2[CH3:29])=[O:20])[CH2:15][CH2:14]1)#[N:12].C(=O)([O-])[O-].[K+].[K+]. Product: [C:11]([C:13]1([C:16]2[CH:17]=[C:18]([CH:30]=[CH:31][CH:32]=2)[C:19]([NH:21][C:22]2[CH:27]=[C:26]([O:28][C:2]3[CH:7]=[CH:6][C:5]([N+:8]([O-:10])=[O:9])=[CH:4][N:3]=3)[CH:25]=[CH:24][C:23]=2[CH3:29])=[O:20])[CH2:15][CH2:14]1)#[N:12]. The catalyst class is: 9.